From a dataset of Peptide-MHC class II binding affinity with 134,281 pairs from IEDB. Regression. Given a peptide amino acid sequence and an MHC pseudo amino acid sequence, predict their binding affinity value. This is MHC class II binding data. (1) The peptide sequence is DQRGSGQVVTYALNT. The MHC is HLA-DQA10201-DQB10301 with pseudo-sequence HLA-DQA10201-DQB10301. The binding affinity (normalized) is 0.689. (2) The peptide sequence is VPRRGPRGGPGRSYA. The MHC is HLA-DPA10103-DPB10201 with pseudo-sequence HLA-DPA10103-DPB10201. The binding affinity (normalized) is 0.0722. (3) The peptide sequence is SQDLELGWNLNGLQAY. The binding affinity (normalized) is 0.424. The MHC is DRB1_0802 with pseudo-sequence DRB1_0802. (4) The peptide sequence is NGVVVSKKKRDKDAP. The MHC is DRB1_0101 with pseudo-sequence DRB1_0101. The binding affinity (normalized) is 0.415. (5) The peptide sequence is LKALTTKHPSLNIIT. The MHC is DRB1_0401 with pseudo-sequence DRB1_0401. The binding affinity (normalized) is 0.725. (6) The peptide sequence is KWGVKANEFVTPDGKK. The MHC is DRB1_1201 with pseudo-sequence DRB1_1201. The binding affinity (normalized) is 0.0679. (7) The peptide sequence is ALPTVEVVAAAADEV. The MHC is DRB1_0301 with pseudo-sequence DRB1_0301. The binding affinity (normalized) is 0.183.